The task is: Predict the reaction yield, written as a fraction of the theoretical maximum amount of product (1.0 means a 100% yield; for example, 0.34 means a 34% yield).. This data is from Reaction yield outcomes from USPTO patents with 853,638 reactions. (1) The reactants are [Cl:1][C:2]1[CH:3]=[C:4]([CH:8]2[C:12]([C:15]3[CH:20]=[CH:19][C:18]([Cl:21])=[CH:17][CH:16]=3)([C:13]#[N:14])[CH:11]([CH2:22][C:23]([CH3:26])([CH3:25])[CH3:24])[NH:10][CH:9]2[C:27](O)=[O:28])[CH:5]=[CH:6][CH:7]=1.C[NH:31][CH2:32][CH2:33][CH2:34][CH2:35][OH:36].CN(C(ON1N=NC2C=CC=NC1=2)=[N+](C)C)C.F[P-](F)(F)(F)(F)F.CCN(C(C)C)C(C)C. The catalyst is C(Cl)Cl. The product is [OH:36][CH2:35][CH2:34][CH2:33][CH2:32][NH:31][C:27]([CH:9]1[CH:8]([C:4]2[CH:5]=[CH:6][CH:7]=[C:2]([Cl:1])[CH:3]=2)[C:12]([C:15]2[CH:16]=[CH:17][C:18]([Cl:21])=[CH:19][CH:20]=2)([C:13]#[N:14])[CH:11]([CH2:22][C:23]([CH3:25])([CH3:26])[CH3:24])[NH:10]1)=[O:28]. The yield is 0.434. (2) The reactants are [CH2:1]([O:8][C:9]([NH:11][C@@H:12]([CH2:16][C:17]1[CH:22]=[CH:21][C:20]([CH:23]2[S:27](=[O:29])(=[O:28])[NH:26][C:25](=[O:30])[CH2:24]2)=[C:19]([Br:31])[CH:18]=1)[C:13](O)=[O:14])=[O:10])[C:2]1[CH:7]=[CH:6][CH:5]=[CH:4][CH:3]=1.F[P-](F)(F)(F)(F)F.N1(O[P+](N(C)C)(N(C)C)N(C)C)C2C=CC=CC=2N=N1.[NH2:59][CH2:60][CH2:61][CH2:62][CH2:63][O:64][C:65]1[CH:74]=[CH:73][CH:72]=[C:71]([OH:75])[C:66]=1[C:67]([O:69][CH3:70])=[O:68].C(N(CC)C(C)C)(C)C. The catalyst is CN(C)C=O.C(OCC)(=O)C. The product is [CH2:1]([O:8][C:9]([NH:11][C@@H:12]([CH2:16][C:17]1[CH:22]=[CH:21][C:20]([CH:23]2[S:27](=[O:28])(=[O:29])[NH:26][C:25](=[O:30])[CH2:24]2)=[C:19]([Br:31])[CH:18]=1)[C:13]([NH:59][CH2:60][CH2:61][CH2:62][CH2:63][O:64][C:65]1[CH:74]=[CH:73][CH:72]=[C:71]([OH:75])[C:66]=1[C:67]([O:69][CH3:70])=[O:68])=[O:14])=[O:10])[C:2]1[CH:7]=[CH:6][CH:5]=[CH:4][CH:3]=1. The yield is 0.720.